Dataset: Reaction yield outcomes from USPTO patents with 853,638 reactions. Task: Predict the reaction yield, written as a fraction of the theoretical maximum amount of product (1.0 means a 100% yield; for example, 0.34 means a 34% yield). (1) The reactants are C([Mg]Cl)(C)C.Br[C:7]1[CH:8]=[N:9][CH:10]=[C:11]([C:13]#[C:14][C:15]2[CH:20]=[CH:19][CH:18]=[CH:17][CH:16]=2)[CH:12]=1.C(N(CC)CC)C.[CH3:28][S:29]C. The catalyst is O1CCCC1.O. The product is [CH3:28][S:29][C:7]1[CH:8]=[N:9][CH:10]=[C:11]([C:13]#[C:14][C:15]2[CH:20]=[CH:19][CH:18]=[CH:17][CH:16]=2)[CH:12]=1. The yield is 0.0230. (2) The reactants are [C:1]([O:5][C:6]([N:8]1[CH2:13][CH2:12][CH2:11][C@H:10]([C:14]#[N:15])[CH2:9]1)=[O:7])([CH3:4])([CH3:3])[CH3:2].[NH2:16][OH:17]. The catalyst is C(O)C. The product is [C:1]([O:5][C:6]([N:8]1[CH2:13][CH2:12][CH2:11][C@H:10]([C:14](=[NH:15])[NH:16][OH:17])[CH2:9]1)=[O:7])([CH3:4])([CH3:3])[CH3:2]. The yield is 1.00. (3) The yield is 0.160. The reactants are [Li+].[OH-].[CH3:3][C:4]1[C:8]([CH:9]([O:37][C:38]([CH3:44])([CH3:43])[C:39]([O:41]C)=[O:40])[CH2:10][O:11][C:12]2[CH:17]=[CH:16][C:15]([CH2:18][C:19]([NH:21][CH:22]([C:29]3[CH:34]=[CH:33][C:32]([CH3:35])=[CH:31][C:30]=3[CH3:36])[C:23]3[CH:28]=[CH:27][CH:26]=[CH:25][CH:24]=3)=[O:20])=[CH:14][CH:13]=2)=[C:7]([CH3:45])[O:6][N:5]=1. The catalyst is O.C1COCC1. The product is [CH3:3][C:4]1[C:8]([CH:9]([O:37][C:38]([CH3:43])([CH3:44])[C:39]([OH:41])=[O:40])[CH2:10][O:11][C:12]2[CH:13]=[CH:14][C:15]([CH2:18][C:19]([NH:21][CH:22]([C:29]3[CH:34]=[CH:33][C:32]([CH3:35])=[CH:31][C:30]=3[CH3:36])[C:23]3[CH:28]=[CH:27][CH:26]=[CH:25][CH:24]=3)=[O:20])=[CH:16][CH:17]=2)=[C:7]([CH3:45])[O:6][N:5]=1. (4) The reactants are Br[C:2]1[CH:17]=[CH:16][C:5]([CH2:6][CH2:7][NH:8][C:9](=[O:15])[O:10][C:11]([CH3:14])([CH3:13])[CH3:12])=[CH:4][CH:3]=1.[B:18]1([B:18]2[O:22][C:21]([CH3:24])([CH3:23])[C:20]([CH3:26])([CH3:25])[O:19]2)[O:22][C:21]([CH3:24])([CH3:23])[C:20]([CH3:26])([CH3:25])[O:19]1.C([O-])(=O)C.[K+]. The catalyst is O1CCOCC1.C(OCC)(=O)C.C1C=CC(P(C2C=CC=CC=2)[C-]2C=CC=C2)=CC=1.C1C=CC(P(C2C=CC=CC=2)[C-]2C=CC=C2)=CC=1.Cl[Pd]Cl.[Fe+2].C1(P(C2C=CC=CC=2)[C-]2C=CC=C2)C=CC=CC=1.[C-]1(P(C2C=CC=CC=2)C2C=CC=CC=2)C=CC=C1.[Fe+2]. The product is [CH3:25][C:20]1([CH3:26])[C:21]([CH3:24])([CH3:23])[O:22][B:18]([C:2]2[CH:17]=[CH:16][C:5]([CH2:6][CH2:7][NH:8][C:9](=[O:15])[O:10][C:11]([CH3:14])([CH3:13])[CH3:12])=[CH:4][CH:3]=2)[O:19]1. The yield is 1.04. (5) The reactants are [CH3:1][O:2][CH2:3][CH:4]([N:6]1[C:10]2[N:11]=[CH:12][S:13][C:9]=2[C:8]([C:14]#N)=[C:7]1[CH3:16])[CH3:5].[OH-:17].[Na+].Cl.O1CCCC1.C[OH:26]. The catalyst is O. The product is [CH3:1][O:2][CH2:3][CH:4]([N:6]1[C:10]2[N:11]=[CH:12][S:13][C:9]=2[C:8]([C:14]([OH:26])=[O:17])=[C:7]1[CH3:16])[CH3:5]. The yield is 0.460. (6) The reactants are [CH3:1][N:2]1[C:10]2[C:5](=[CH:6][C:7]([S:11]([NH:14][C:15]3[CH:20]=[C:19]([O:21][CH3:22])[C:18]([O:23][CH3:24])=[C:17]([O:25][CH3:26])[CH:16]=3)(=[O:13])=[O:12])=[CH:8][CH:9]=2)[CH:4]=[CH:3]1.Cl.[CH3:28][N:29]([CH2:31][C:32](Cl)=[O:33])[CH3:30].C(N(C(C)C)CC)(C)C. The catalyst is C1COCC1.CN(C1C=CN=CC=1)C. The product is [CH3:28][N:29]([CH2:31][C:32]([N:14]([C:15]1[CH:16]=[C:17]([O:25][CH3:26])[C:18]([O:23][CH3:24])=[C:19]([O:21][CH3:22])[CH:20]=1)[S:11]([C:7]1[CH:6]=[C:5]2[C:10](=[CH:9][CH:8]=1)[N:2]([CH3:1])[CH:3]=[CH:4]2)(=[O:13])=[O:12])=[O:33])[CH3:30]. The yield is 0.920.